Predict the reactants needed to synthesize the given product. From a dataset of Retrosynthesis with 50K atom-mapped reactions and 10 reaction types from USPTO. Given the product O=C(Nc1ccc2[nH]cc(C3CCN(CCc4ccccc4)CC3)c2n1)c1ccsc1, predict the reactants needed to synthesize it. The reactants are: Nc1ccc2[nH]cc(C3CCN(CCc4ccccc4)CC3)c2n1.O=C(Cl)c1ccsc1.